From a dataset of Experimentally validated miRNA-target interactions with 360,000+ pairs, plus equal number of negative samples. Binary Classification. Given a miRNA mature sequence and a target amino acid sequence, predict their likelihood of interaction. (1) The miRNA is hsa-miR-451b with sequence UAGCAAGAGAACCAUUACCAUU. The protein sequence of the target gene is MLRRKPSNASEKEPTQKKKLSLQRSSSFKDFAKSKPSSPVVSEKEFNLDDNIPEDDSGVPTPEDAGKSGKKLGKKWRAVISRTMNRKMGKMMVKALSEEMADTLEEGSASPTSPDYSLDSPGPEKMALAFSEQEEHELPVLSRQASTGSELCSPSPGSGSFGEEPPAPQYTGPFCGRARVHTDFTPSPYDHDSLKLQKGDVIQIIEKPPVGTWLGLLNGKVGSFKFIYVDVLPEEAVGHARPSRRQSKGKRPKPKTLHELLERIGLEEHTSTLLLNGYQTLEDFKELRETHLNELNIMDP.... Result: 0 (no interaction). (2) The protein sequence of the target gene is MTDNIPLQPVRQKKRMDSRPRAGCCEWLRCCGGGEARPRTVWLGHPEKRDQRYPRNVINNQKYNFFTFLPGVLFNQFKYFFNLYFLLLACSQFVPEMRLGALYTYWVPLGFVLAVTVIREAVEEIRCYVRDKEVNSQVYSRLTARGTVKVKSSNIQVGDLIIVEKNQRVPADMIFLRTSEKNGSCFLRTDQLDGETDWKLRLPVACTQRLPTAADLLQIRSYVYAEEPNIDIHNFVGTFTREDSDPPISESLSIENTLWAGTVVASGTVVGVVLYTGRELRSVMNTSNPRSKIGLFDLEV.... Result: 0 (no interaction). The miRNA is mmu-miR-764-3p with sequence AGGAGGCCAUAGUGGCAACUGU. (3) The miRNA is ssc-miR-421-3p with sequence AUCAACAGACAUUAAUUGGGCGC. The protein sequence of the target gene is MVKLFIGNLPREATEQEIRSLFEQYGKVLECDIIKNYGFVHIEDKTAAEDAIRNLHHYKLHGVNINVEASKNKSKASTKLHVGNISPTCTNQELRAKFEEYGPVIECDIVKDYAFVHMERAEDAVEAIRGLDNTEFQGKRMHVQLSTSRLRTAPGMGDQSGCYRCGKEGHWSKECPIDRSGRVADLTEQYNEQYGAVRTPYTMSYGDSLYYNNTYGALDAYYKRCRAARSYEAVAAAAASAYSNYAEQTLSQLPQVQNTAMASHLTSTSLDPYNRHLLPPSGAAAAAAAAAACTAASTSY.... Result: 0 (no interaction). (4) The miRNA is mmu-miR-1199-5p with sequence UCUGAGUCCCGGUCGCGCGG. The protein sequence of the target gene is MDLTQQAKDIQNITVQETNKNNSESIECSKITMDLKFNNSRKYISITVPSKTQTMSPHIKSVDDVVVLGMNLSKFNKLTQFFICVAGVFVFYLIYGYLQELIFSVEGFKSCGWYLTLVQFAFYSIFGLIELQLIQDKRRRIPGKTYMIIAFLTVGTMGLSNTSLGYLNYPTQVIFKCCKLIPVMLGGVFIQGKRYNVADVSAAICMSLGLIWFTLADSTTAPNFNLTGVVLISLALCADAVIGNVQEKAMKLHNASNSEMVLYSYSIGFVYILLGLTCTSGLGPAVTFCAKNPVRTYGYA.... Result: 0 (no interaction). (5) The miRNA is hsa-miR-3944-5p with sequence UGUGCAGCAGGCCAACCGAGA. The protein sequence of the target gene is MSAAAAPAAEGEDAPVPPSSEKEPEMPGPREESEEEEEDDEDDDEEDEEEEKEKSLIVEGKREKKKVERLTMQVSSLQREPFTVTQGKGQKLCEIERIHFFLSKKKPDELRNLHKLLYNRPGTVSSLKKNVGQFSGFPFEKGSTQYKKKEEMLKKFRNAMLKSICEVLDLERSGVNSELVKRILNFLMHPKPSGKPLPKSKKSSSKGSKKERNSSGTTRKSKQTKCPEILSDESSSDEDEKKNKEESSEDEEKESEEEQPPKKTSKKEKAKQKATAKSKKSVKSANVKKADSSTTKKNQK.... Result: 0 (no interaction). (6) The miRNA is hsa-miR-4272 with sequence CAUUCAACUAGUGAUUGU. The protein sequence of the target gene is MGDTAKPYFVKRTKDRGTMDDDDFRRGHPQQDYLIIDDHAKGHGSKMEKGLQKKKITPGNYGNTPRKGPCAVSSNPYAFKNPIYSQPAWMNDSHKDQSKRWLSDEHTGNSDNWREFKPGPRIPVINRQRKDSFQENEDGYRWQDTRGCRTVRRLFHKDLTSLETTSEMEAGSPENKKQRSRPRKPRKTRNEENEQDGDLEGPVIDESVLSTKELLGLQQAEERLKRDCIDRLKRRPRNYPTAKYTCRLCDVLIESIAFAHKHIKEKRHKKNIKEKQEEELLTTLPPPTPSQINAVGIAID.... Result: 0 (no interaction). (7) The miRNA is ath-miR397a with sequence UCAUUGAGUGCAGCGUUGAUG. The protein sequence of the target gene is MANPKEKTPVCLVNELARFHSIQPQYKLLNESGPAHSKMFSVQLSLGEQTWESEGSSIKKAQQAVANKALTESTLPKPVQKPPKSNVNNNPGSITPTVELNGLAMKRGEPAIYRPLDPKPFPNYRANYNFRGMYNQRYHCPMPKIFYVQLTVGNNEFFGEGKTRQAARHNAAMKALQALQNEPIPEKSPQNGESGKEMDDDKDANKSEISLVFEIALKRNMPVSFEVIKESGPPHMKSFVTRVSVGEFSAEGEGNSKKLSKKRAATTVLQELKKLPPLPVVEKPKLFFKKRPKTIVKAGP.... Result: 0 (no interaction).